This data is from Full USPTO retrosynthesis dataset with 1.9M reactions from patents (1976-2016). The task is: Predict the reactants needed to synthesize the given product. (1) Given the product [CH3:1][C:2]1[C:10]2[C:5](=[CH:6][C:7]([NH:11][C:12]3[N:28]=[C:15]4[CH:16]=[CH:17][CH:18]=[C:19]([CH2:20][C:9]5[CH:10]=[CH:2][N:3]=[C:34]([OH:37])[CH:35]=5)[N:14]4[N:13]=3)=[CH:8][CH:9]=2)[NH:4][N:3]=1, predict the reactants needed to synthesize it. The reactants are: [CH3:1][C:2]1[C:10]2[C:5](=[CH:6][C:7]([NH:11][C:12]3[N:28]=[C:15]4[CH:16]=[CH:17][CH:18]=[C:19]([CH2:20]N5C=CC=CC5=O)[N:14]4[N:13]=3)=[CH:8][CH:9]=2)[NH:4][N:3]=1.O.NN.[OH-].[K+].[CH2:34]([OH:37])[CH2:35]O. (2) The reactants are: Cl.[Cl:2][C:3]1[C:4]2[S:11][C:10]([C:12]3[CH2:13][CH2:14][NH:15][CH2:16][CH:17]=3)=[CH:9][C:5]=2[N:6]=[CH:7][N:8]=1.[N:18]1([C:24](Cl)=[O:25])[CH2:23][CH2:22][O:21][CH2:20][CH2:19]1.C(N(CC)C(C)C)(C)C. Given the product [Cl:2][C:3]1[C:4]2[S:11][C:10]([C:12]3[CH2:13][CH2:14][N:15]([C:24]([N:18]4[CH2:23][CH2:22][O:21][CH2:20][CH2:19]4)=[O:25])[CH2:16][CH:17]=3)=[CH:9][C:5]=2[N:6]=[CH:7][N:8]=1, predict the reactants needed to synthesize it. (3) Given the product [CH3:15][O:14][C:12]([C:11]1[CH:10]=[CH:9][C:8]([O:7][CH2:19][CH:20]2[O:25][CH2:24][CH2:23][N:22]([C:26]([O:28][C:29]([CH3:30])([CH3:32])[CH3:31])=[O:27])[CH2:21]2)=[CH:17][CH:16]=1)=[O:13], predict the reactants needed to synthesize it. The reactants are: C(=O)([O-])[O-].[Cs+].[Cs+].[OH:7][C:8]1[CH:17]=[CH:16][C:11]([C:12]([O:14][CH3:15])=[O:13])=[CH:10][CH:9]=1.Cl[CH2:19][CH:20]1[O:25][CH2:24][CH2:23][N:22]([C:26]([O:28][C:29]([CH3:32])([CH3:31])[CH3:30])=[O:27])[CH2:21]1.